Dataset: Peptide-MHC class II binding affinity with 134,281 pairs from IEDB. Task: Regression. Given a peptide amino acid sequence and an MHC pseudo amino acid sequence, predict their binding affinity value. This is MHC class II binding data. (1) The binding affinity (normalized) is 0.454. The peptide sequence is FFRNVVWLIKKNSTYPT. The MHC is DRB1_0901 with pseudo-sequence DRB1_0901. (2) The peptide sequence is WQLYMFGETLSRAII. The MHC is DRB1_1501 with pseudo-sequence DRB1_1501. The binding affinity (normalized) is 0.649. (3) The peptide sequence is CLKDRMNFDIPEEIK. The MHC is DRB1_1101 with pseudo-sequence DRB1_1101. The binding affinity (normalized) is 0.184.